Dataset: NCI-60 drug combinations with 297,098 pairs across 59 cell lines. Task: Regression. Given two drug SMILES strings and cell line genomic features, predict the synergy score measuring deviation from expected non-interaction effect. (1) Drug 1: CNC(=O)C1=CC=CC=C1SC2=CC3=C(C=C2)C(=NN3)C=CC4=CC=CC=N4. Drug 2: CCC(=C(C1=CC=CC=C1)C2=CC=C(C=C2)OCCN(C)C)C3=CC=CC=C3.C(C(=O)O)C(CC(=O)O)(C(=O)O)O. Cell line: SF-268. Synergy scores: CSS=-5.95, Synergy_ZIP=1.69, Synergy_Bliss=-0.220, Synergy_Loewe=-8.05, Synergy_HSA=-5.32. (2) Drug 1: CC(CN1CC(=O)NC(=O)C1)N2CC(=O)NC(=O)C2. Drug 2: CN1C2=C(C=C(C=C2)N(CCCl)CCCl)N=C1CCCC(=O)O.Cl. Cell line: OVCAR-5. Synergy scores: CSS=19.2, Synergy_ZIP=-2.57, Synergy_Bliss=2.87, Synergy_Loewe=-5.00, Synergy_HSA=2.27. (3) Drug 1: CC1CCC2CC(C(=CC=CC=CC(CC(C(=O)C(C(C(=CC(C(=O)CC(OC(=O)C3CCCCN3C(=O)C(=O)C1(O2)O)C(C)CC4CCC(C(C4)OC)O)C)C)O)OC)C)C)C)OC. Drug 2: CC1=C(N=C(N=C1N)C(CC(=O)N)NCC(C(=O)N)N)C(=O)NC(C(C2=CN=CN2)OC3C(C(C(C(O3)CO)O)O)OC4C(C(C(C(O4)CO)O)OC(=O)N)O)C(=O)NC(C)C(C(C)C(=O)NC(C(C)O)C(=O)NCCC5=NC(=CS5)C6=NC(=CS6)C(=O)NCCC[S+](C)C)O. Cell line: SNB-19. Synergy scores: CSS=19.4, Synergy_ZIP=-7.25, Synergy_Bliss=-4.62, Synergy_Loewe=-1.30, Synergy_HSA=-0.523. (4) Drug 1: C1CCC(CC1)NC(=O)N(CCCl)N=O. Drug 2: CN(C(=O)NC(C=O)C(C(C(CO)O)O)O)N=O. Cell line: HCT116. Synergy scores: CSS=21.4, Synergy_ZIP=0.0453, Synergy_Bliss=-5.16, Synergy_Loewe=-2.60, Synergy_HSA=-2.99. (5) Drug 1: C1=NC2=C(N=C(N=C2N1C3C(C(C(O3)CO)O)F)Cl)N. Drug 2: B(C(CC(C)C)NC(=O)C(CC1=CC=CC=C1)NC(=O)C2=NC=CN=C2)(O)O. Cell line: MCF7. Synergy scores: CSS=52.7, Synergy_ZIP=2.30, Synergy_Bliss=2.81, Synergy_Loewe=1.06, Synergy_HSA=2.43. (6) Drug 1: CCC1=CC2CC(C3=C(CN(C2)C1)C4=CC=CC=C4N3)(C5=C(C=C6C(=C5)C78CCN9C7C(C=CC9)(C(C(C8N6C)(C(=O)OC)O)OC(=O)C)CC)OC)C(=O)OC.C(C(C(=O)O)O)(C(=O)O)O. Drug 2: CC(C)NC(=O)C1=CC=C(C=C1)CNNC.Cl. Cell line: MCF7. Synergy scores: CSS=23.3, Synergy_ZIP=-1.63, Synergy_Bliss=-2.65, Synergy_Loewe=-25.3, Synergy_HSA=-2.31. (7) Drug 1: COC1=NC(=NC2=C1N=CN2C3C(C(C(O3)CO)O)O)N. Drug 2: C1CN(CCN1C(=O)CCBr)C(=O)CCBr. Cell line: UACC62. Synergy scores: CSS=25.6, Synergy_ZIP=-9.39, Synergy_Bliss=1.16, Synergy_Loewe=-4.42, Synergy_HSA=2.32. (8) Drug 1: C1CNP(=O)(OC1)N(CCCl)CCCl. Drug 2: C(CCl)NC(=O)N(CCCl)N=O. Cell line: NCI-H522. Synergy scores: CSS=2.60, Synergy_ZIP=-3.99, Synergy_Bliss=-7.22, Synergy_Loewe=-15.8, Synergy_HSA=-7.12.